From a dataset of Catalyst prediction with 721,799 reactions and 888 catalyst types from USPTO. Predict which catalyst facilitates the given reaction. (1) Reactant: Cl.[NH2:2][C:3]1[N:32]=[C:6]2[N:7]([C:22]3[CH:27]=[CH:26][CH:25]=[C:24]([C:28]([F:31])([F:30])[F:29])[CH:23]=3)[C:8]([CH3:21])=[C:9]([C:19]#[N:20])[C@@H:10]([C:11]3[CH:16]=[CH:15][C:14]([C:17]#[N:18])=[CH:13][CH:12]=3)[N:5]2[N:4]=1.[C:33]([NH:36][CH2:37][C:38](Cl)=[O:39])(=[O:35])[CH3:34]. Product: [C:33]([NH:36][CH2:37][C:38]([NH:2][C:3]1[N:32]=[C:6]2[N:7]([C:22]3[CH:27]=[CH:26][CH:25]=[C:24]([C:28]([F:29])([F:31])[F:30])[CH:23]=3)[C:8]([CH3:21])=[C:9]([C:19]#[N:20])[C@@H:10]([C:11]3[CH:16]=[CH:15][C:14]([C:17]#[N:18])=[CH:13][CH:12]=3)[N:5]2[N:4]=1)=[O:39])(=[O:35])[CH3:34]. The catalyst class is: 17. (2) Reactant: [CH:1]1[C:13]2[N:12]([C:14]3[CH:19]=[CH:18][C:17]([C:20]4[CH:25]=[CH:24][C:23]([N:26]5[C:38]6[CH:37]=[CH:36][C:35]([CH:39]=[O:40])=[CH:34][C:33]=6[C:32]6[C:27]5=[CH:28][CH:29]=[CH:30][CH:31]=6)=[CH:22][CH:21]=4)=[CH:16][CH:15]=3)[C:11]3[C:6](=[CH:7][CH:8]=[CH:9][CH:10]=3)[C:5]=2[CH:4]=[CH:3][CH:2]=1.O1CCCC1.[BH4-].[Na+]. Product: [CH:1]1[C:13]2[N:12]([C:14]3[CH:15]=[CH:16][C:17]([C:20]4[CH:21]=[CH:22][C:23]([N:26]5[C:38]6[CH:37]=[CH:36][C:35]([CH2:39][OH:40])=[CH:34][C:33]=6[C:32]6[C:27]5=[CH:28][CH:29]=[CH:30][CH:31]=6)=[CH:24][CH:25]=4)=[CH:18][CH:19]=3)[C:11]3[C:6](=[CH:7][CH:8]=[CH:9][CH:10]=3)[C:5]=2[CH:4]=[CH:3][CH:2]=1. The catalyst class is: 5. (3) Reactant: Br[C:2]1[C:10]2[C:9]([O:11][C@H:12]([CH2:18][C:19]3[CH:24]=[CH:23][CH:22]=[CH:21][C:20]=3[O:25][CH2:26][C:27]([F:30])([F:29])[F:28])[C:13]([O:15][CH2:16][CH3:17])=[O:14])=[N:8][CH:7]=[N:6][C:5]=2[S:4][C:3]=1[C:31]1[CH:36]=[CH:35][C:34]([F:37])=[CH:33][CH:32]=1.[Cl:38][C:39]1[C:44]([CH3:45])=[C:43](B2OC(C)(C)C(C)(C)O2)[CH:42]=[CH:41][C:40]=1[OH:55].C([O-])([O-])=O.[Cs+].[Cs+]. Product: [Cl:38][C:39]1[C:44]([CH3:45])=[C:43]([C:2]2[C:10]3[C:9]([O:11][C@H:12]([CH2:18][C:19]4[CH:24]=[CH:23][CH:22]=[CH:21][C:20]=4[O:25][CH2:26][C:27]([F:29])([F:28])[F:30])[C:13]([O:15][CH2:16][CH3:17])=[O:14])=[N:8][CH:7]=[N:6][C:5]=3[S:4][C:3]=2[C:31]2[CH:36]=[CH:35][C:34]([F:37])=[CH:33][CH:32]=2)[CH:42]=[CH:41][C:40]=1[OH:55]. The catalyst class is: 20. (4) Reactant: [NH2:1][C:2]1[CH:3]=[C:4]([CH:17]([CH3:24])[CH2:18][C:19]([O:21]CC)=[O:20])[CH:5]=[CH:6][C:7]=1[N:8]([CH2:13][CH:14]([CH3:16])[CH3:15])[CH2:9][CH:10]([CH3:12])[CH3:11].[N:25]([C:28]1[CH:33]=[CH:32][C:31]([CH3:34])=[CH:30][CH:29]=1)=[C:26]=[O:27].[OH-].[Na+].CO. Product: [CH2:13]([N:8]([CH2:9][CH:10]([CH3:11])[CH3:12])[C:7]1[CH:6]=[CH:5][C:4]([CH:17]([CH3:24])[CH2:18][C:19]([OH:21])=[O:20])=[CH:3][C:2]=1[NH:1][C:26]([NH:25][C:28]1[CH:33]=[CH:32][C:31]([CH3:34])=[CH:30][CH:29]=1)=[O:27])[CH:14]([CH3:15])[CH3:16]. The catalyst class is: 20. (5) Reactant: [Br:1][C:2]1[CH:3]=[CH:4][C:5](F)=[C:6]([C:8]([C:10]2[CH:11]=[N:12][CH:13]=[CH:14][CH:15]=2)=O)[CH:7]=1.[CH3:17][NH:18][NH2:19]. Product: [Br:1][C:2]1[CH:7]=[C:6]2[C:5](=[CH:4][CH:3]=1)[N:18]([CH3:17])[N:19]=[C:8]2[C:10]1[CH:11]=[N:12][CH:13]=[CH:14][CH:15]=1. The catalyst class is: 12.